From a dataset of Reaction yield outcomes from USPTO patents with 853,638 reactions. Predict the reaction yield, written as a fraction of the theoretical maximum amount of product (1.0 means a 100% yield; for example, 0.34 means a 34% yield). (1) The reactants are [NH2:1][C:2]1[N:7]=[C:6]([OH:8])[C:5]([NH2:9])=[C:4]([NH2:10])[N:3]=1.[F:11][C:12]1[CH:19]=[CH:18][C:15]([CH:16]=O)=[CH:14][CH:13]=1. No catalyst specified. The product is [NH2:1][C:2]1[N:3]=[C:4]2[C:5]([N:9]=[C:16]([C:15]3[CH:18]=[CH:19][C:12]([F:11])=[CH:13][CH:14]=3)[NH:10]2)=[C:6]([OH:8])[N:7]=1. The yield is 0.600. (2) The reactants are [C:1](=[O:15])([O:5][C:6]1[CH:11]=[CH:10][C:9]([N+:12]([O-:14])=[O:13])=[CH:8][CH:7]=1)[O:2][CH2:3]Cl.[I-:16].[Na+]. The catalyst is CC(C)=O. The product is [C:1](=[O:15])([O:5][C:6]1[CH:11]=[CH:10][C:9]([N+:12]([O-:14])=[O:13])=[CH:8][CH:7]=1)[O:2][CH2:3][I:16]. The yield is 0.890. (3) The reactants are Cl[CH2:2][C:3]1[CH:8]=[CH:7][CH:6]=[CH:5][C:4]=1[CH2:9][C:10]([OH:12])=[O:11].[NH:13]1[CH2:18][CH2:17][O:16][CH2:15][CH2:14]1. The catalyst is C1COCC1.C(OCC)(=O)C. The product is [O:16]1[CH2:17][CH2:18][N:13]([CH2:2][C:3]2[CH:8]=[CH:7][CH:6]=[CH:5][C:4]=2[CH2:9][C:10]([OH:12])=[O:11])[CH2:14][CH2:15]1. The yield is 0.870.